From a dataset of Full USPTO retrosynthesis dataset with 1.9M reactions from patents (1976-2016). Predict the reactants needed to synthesize the given product. (1) The reactants are: COC1C=CC(C[N:8]([C:22]2[S:23][CH:24]=[CH:25][N:26]=2)[S:9]([C:12]2[CH:13]=[CH:14][C:15]3[NH:20][CH2:19][CH2:18][O:17][C:16]=3[CH:21]=2)(=[O:11])=[O:10])=CC=1.Br[C:30]1[CH:37]=[CH:36][C:35]([O:38][CH3:39])=[CH:34][C:31]=1[C:32]#[N:33].CC1(C)C2C(=C(P(C3C=CC=CC=3)C3C=CC=CC=3)C=CC=2)OC2C(P(C3C=CC=CC=3)C3C=CC=CC=3)=CC=CC1=2.CC(C)([O-])C.[Na+].[F:88][C:89]([F:94])([F:93])[C:90]([OH:92])=[O:91]. Given the product [F:88][C:89]([F:94])([F:93])[C:90]([OH:92])=[O:91].[C:32]([C:31]1[CH:34]=[C:35]([O:38][CH3:39])[CH:36]=[CH:37][C:30]=1[N:20]1[CH2:19][CH2:18][O:17][C:16]2[CH:21]=[C:12]([S:9]([NH:8][C:22]3[S:23][CH:24]=[CH:25][N:26]=3)(=[O:10])=[O:11])[CH:13]=[CH:14][C:15]1=2)#[N:33], predict the reactants needed to synthesize it. (2) Given the product [F:12][C:4]1[C:5]([O:10][CH3:11])=[CH:6][C:7]([O:8][CH3:9])=[C:2]([F:1])[C:3]=1[N:13]1[CH2:18][C:17]2[CH:19]=[N:20][C:21]3[NH:25][CH:24]=[CH:23][C:22]=3[C:16]=2[NH:15][C:14]1=[O:38], predict the reactants needed to synthesize it. The reactants are: [F:1][C:2]1[C:7]([O:8][CH3:9])=[CH:6][C:5]([O:10][CH3:11])=[C:4]([F:12])[C:3]=1[N:13]1[CH2:18][C:17]2[CH:19]=[N:20][C:21]3[N:25](S(C4C=CC=CC=4)(=O)=O)[CH:24]=[CH:23][C:22]=3[C:16]=2[N:15](CCO)[C:14]1=[O:38].CC(C)([O-])C.[K+].C1COCC1. (3) Given the product [Br:1][C:2]1[CH:3]=[C:4]([NH2:9])[C:5]([Cl:8])=[N:6][CH:7]=1, predict the reactants needed to synthesize it. The reactants are: [Br:1][C:2]1[CH:3]=[C:4]([N+:9]([O-])=O)[C:5]([Cl:8])=[N:6][CH:7]=1.[Cl-].[NH4+]. (4) Given the product [CH3:29][O:30][CH2:31][CH2:32][N:33]([CH3:34])[C:22](=[O:23])[C:21]1[CH:25]=[CH:26][C:18]([CH:15]2[CH2:14][CH2:13][N:12]([C:9]3[CH:10]=[CH:11][C:6]4[N:7]([C:3]([C:2]([F:27])([F:1])[F:28])=[N:4][N:5]=4)[N:8]=3)[CH2:17][CH2:16]2)=[CH:19][CH:20]=1, predict the reactants needed to synthesize it. The reactants are: [F:1][C:2]([F:28])([F:27])[C:3]1[N:7]2[N:8]=[C:9]([N:12]3[CH2:17][CH2:16][CH:15]([C:18]4[CH:26]=[CH:25][C:21]([C:22](O)=[O:23])=[CH:20][CH:19]=4)[CH2:14][CH2:13]3)[CH:10]=[CH:11][C:6]2=[N:5][N:4]=1.[CH3:29][O:30][CH2:31][CH2:32][NH:33][CH3:34].CCN(C(C)C)C(C)C.CN(C(ON1N=NC2C=CC=NC1=2)=[N+](C)C)C.F[P-](F)(F)(F)(F)F. (5) Given the product [CH3:26][O:27][C:28]1[CH:29]=[C:30]([N:34]2[CH2:39][CH2:38][N:37]([C:10]3[N:9]([C:5]4[CH:6]=[CH:7][CH:8]=[C:3]([C:2]([F:24])([F:1])[F:25])[CH:4]=4)[CH:18]([CH2:19][C:20]([O:22][CH3:23])=[O:21])[C:13]4[CH:14]=[N:15][CH:16]=[CH:17][C:12]=4[N:11]=3)[CH2:36][CH2:35]2)[CH:31]=[CH:32][CH:33]=1, predict the reactants needed to synthesize it. The reactants are: [F:1][C:2]([F:25])([F:24])[C:3]1[CH:4]=[C:5]([N:9]=[C:10]=[N:11][C:12]2[CH:17]=[CH:16][N:15]=[CH:14][C:13]=2/[CH:18]=[CH:19]/[C:20]([O:22][CH3:23])=[O:21])[CH:6]=[CH:7][CH:8]=1.[CH3:26][O:27][C:28]1[CH:29]=[C:30]([N:34]2[CH2:39][CH2:38][NH:37][CH2:36][CH2:35]2)[CH:31]=[CH:32][CH:33]=1. (6) Given the product [CH2:3]1[CH:4]2[CH:8]([CH2:7][CH:6]([C:10]([O:12][CH2:13][CH3:14])=[O:11])[CH2:5]2)[CH2:9][C:2]21[O:30][CH2:31][CH2:32][O:1]2, predict the reactants needed to synthesize it. The reactants are: [O:1]=[C:2]1[CH2:9][CH:8]2[CH:4]([CH2:5][CH:6]([C:10]([O:12][CH2:13][CH3:14])=[O:11])[CH2:7]2)[CH2:3]1.FC(F)(F)S(O[Si](C)(C)C)(=O)=O.C[Si](C)([O:30][CH2:31][CH2:32]O[Si](C)(C)C)C.